Task: Predict the product of the given reaction.. Dataset: Forward reaction prediction with 1.9M reactions from USPTO patents (1976-2016) (1) Given the reactants S(Cl)(Cl)=O.[Cl:5][CH2:6][CH2:7][C:8]1[CH:16]=[CH:15][C:11]([C:12]([OH:14])=[O:13])=[CH:10][CH:9]=1.C(=O)([O-])O.[Na+].[CH2:22](O)[CH3:23], predict the reaction product. The product is: [Cl:5][CH2:6][CH2:7][C:8]1[CH:16]=[CH:15][C:11]([C:12]([O:14][CH2:22][CH3:23])=[O:13])=[CH:10][CH:9]=1. (2) Given the reactants [C:1]([CH:4]([CH2:16][CH:17]([CH3:19])[CH3:18])[C:5]([NH:7][CH2:8][CH2:9][C:10]1[CH:15]=[CH:14][CH:13]=[CH:12][CH:11]=1)=[O:6])(=O)[CH3:2].[F:20][C:21]1[C:29]([O:30][CH3:31])=[CH:28][CH:27]=[CH:26][C:22]=1[C:23]([NH2:25])=O, predict the reaction product. The product is: [F:20][C:21]1[C:29]([O:30][CH3:31])=[CH:28][CH:27]=[CH:26][C:22]=1[C:23]1[N:7]([CH2:8][CH2:9][C:10]2[CH:15]=[CH:14][CH:13]=[CH:12][CH:11]=2)[C:5](=[O:6])[C:4]([CH2:16][CH:17]([CH3:19])[CH3:18])=[C:1]([CH3:2])[N:25]=1. (3) Given the reactants [N+:1]([C:4]1[C:12]([NH:13]C(=O)C)=[CH:11][C:7]2[CH2:8][CH2:9][O:10][C:6]=2[CH:5]=1)([O-:3])=[O:2].[CH]Cl.N, predict the reaction product. The product is: [N+:1]([C:4]1[C:12]([NH2:13])=[CH:11][C:7]2[CH2:8][CH2:9][O:10][C:6]=2[CH:5]=1)([O-:3])=[O:2]. (4) Given the reactants [Br:1][C:2]1[CH:7]=[CH:6][CH:5]=[CH:4][C:3]=1[C:8]1[C:17](=O)[C:16]2[C:11](=[CH:12][C:13]([OH:20])=[C:14]([Cl:19])[CH:15]=2)[O:10][CH:9]=1.O.[NH2:22][NH2:23], predict the reaction product. The product is: [Br:1][C:2]1[CH:7]=[CH:6][CH:5]=[CH:4][C:3]=1[C:8]1[C:17]([C:16]2[CH:15]=[C:14]([Cl:19])[C:13]([OH:20])=[CH:12][C:11]=2[OH:10])=[N:22][NH:23][CH:9]=1. (5) Given the reactants [CH3:1][O:2][C:3]1[CH:4]=[C:5]2[C:10](=[CH:11][CH:12]=1)[CH:9]=[C:8]([CH:13]([CH3:17])[C:14]([OH:16])=O)[CH:7]=[CH:6]2.C(Cl)(=O)C(Cl)=O.[S:24]1[CH2:28][CH:27]([C:29]([OH:31])=[O:30])[NH:26][CH2:25]1.C(N(CC)CC)C.Cl, predict the reaction product. The product is: [CH3:1][O:2][C:3]1[CH:4]=[C:5]2[C:10](=[CH:11][CH:12]=1)[CH:9]=[C:8]([CH:13]([CH3:17])[C:14]([N:26]1[CH:27]([C:29]([OH:31])=[O:30])[CH2:28][S:24][CH2:25]1)=[O:16])[CH:7]=[CH:6]2. (6) Given the reactants [CH3:1][C:2]1[CH:3]=[C:4]([CH:24]=[CH:25][CH:26]=1)[CH:5]=[N:6][NH:7][C:8]1[CH:13]=[C:12]([N:14]2[CH2:19][CH2:18][O:17][CH2:16][CH2:15]2)[NH:11][N:10]([CH2:20][CH2:21][CH2:22][OH:23])[N:9]=1.[CH3:27][O:28][C:29]1[CH:30]=[C:31]([N:35]=[C:36]=[O:37])[CH:32]=[CH:33][CH:34]=1.CN(C1C=CC=CN=1)C, predict the reaction product. The product is: [CH3:1][C:2]1[CH:3]=[C:4]([CH:24]=[CH:25][CH:26]=1)[CH:5]=[N:6][NH:7][C:8]1[CH:13]=[C:12]([N:14]2[CH2:15][CH2:16][O:17][CH2:18][CH2:19]2)[NH:11][N:10]([CH2:20][CH2:21][CH2:22][O:23][C:36](=[O:37])[NH:35][C:31]2[CH:32]=[CH:33][CH:34]=[C:29]([O:28][CH3:27])[CH:30]=2)[N:9]=1. (7) Given the reactants [F:1][C:2]1([F:23])[C:20]2[C:5](=[CH:6][C:7]3[O:11][C:10]([C:12]4[CH:17]=[CH:16][N:15]=[CH:14][C:13]=4F)=[N:9][C:8]=3[CH:19]=2)[C:4]([F:22])([F:21])[O:3]1.[C:24](=O)([O-])[O-:25].[K+].[K+].CO, predict the reaction product. The product is: [F:23][C:2]1([F:1])[C:20]2[C:5](=[CH:6][C:7]3[O:11][C:10]([C:12]4[CH:17]=[CH:16][N:15]=[CH:14][C:13]=4[O:25][CH3:24])=[N:9][C:8]=3[CH:19]=2)[C:4]([F:21])([F:22])[O:3]1. (8) Given the reactants [Cl:1][C:2]1[CH:19]=[CH:18][C:5]([C:6]([NH:8][C:9]2[CH:17]=[CH:16][C:12]([C:13]([OH:15])=[O:14])=[CH:11][CH:10]=2)=[O:7])=[CH:4][C:3]=1[NH:20][S:21]([C:24]1[CH:29]=[CH:28][CH:27]=[C:26]([F:30])[CH:25]=1)(=[O:23])=[O:22].F[C:32]1C=C(S(Cl)(=O)=O)C=C[CH:37]=1, predict the reaction product. The product is: [CH2:32]([O:14][C:13](=[O:15])[C:12]1[CH:16]=[CH:17][C:9]([NH:8][C:6](=[O:7])[C:5]2[CH:18]=[CH:19][C:2]([Cl:1])=[C:3]([NH:20][S:21]([C:24]3[CH:29]=[CH:28][CH:27]=[C:26]([F:30])[CH:25]=3)(=[O:22])=[O:23])[CH:4]=2)=[CH:10][CH:11]=1)[CH3:37].